From a dataset of Full USPTO retrosynthesis dataset with 1.9M reactions from patents (1976-2016). Predict the reactants needed to synthesize the given product. (1) Given the product [NH2:19][C:18]1[CH:17]=[CH:16][C:4]([C:5]([NH:7][CH2:8][CH2:9][N:10]2[CH2:11][CH2:12][O:13][CH2:14][CH2:15]2)=[O:6])=[CH:3][C:2]=1[Cl:1], predict the reactants needed to synthesize it. The reactants are: [Cl:1][C:2]1[CH:3]=[C:4]([CH:16]=[CH:17][C:18]=1[N+:19]([O-])=O)[C:5]([NH:7][CH2:8][CH2:9][N:10]1[CH2:15][CH2:14][O:13][CH2:12][CH2:11]1)=[O:6].[Cl-].[NH4+].O. (2) Given the product [ClH:1].[CH3:2][C:3]1[C:8]([CH3:9])=[CH:7][N:6]=[C:5]([N:10]2[C:14](=[O:15])[C:13]([N:16]3[CH:20]=[CH:19][N:18]=[CH:17]3)=[CH:12][NH:11]2)[CH:4]=1, predict the reactants needed to synthesize it. The reactants are: [ClH:1].[CH3:2][C:3]1[C:8]([CH3:9])=[CH:7][N:6]=[C:5]([N:10]2[C:14](=[O:15])[C:13]([N:16]3[CH:20]=[CH:19][N:18]=[CH:17]3)=[CH:12][NH:11]2)[CH:4]=1. (3) Given the product [Cl:18][C:19]1[CH:25]=[CH:24][CH:23]=[CH:22][C:20]=1[NH:21][C:4](=[O:6])[CH2:3][C:1]#[N:2], predict the reactants needed to synthesize it. The reactants are: [C:1]([CH2:3][C:4]([OH:6])=O)#[N:2].CN(C=O)C.C(Cl)(=O)C(Cl)=O.[Cl:18][C:19]1[CH:25]=[CH:24][CH:23]=[CH:22][C:20]=1[NH2:21].